This data is from Forward reaction prediction with 1.9M reactions from USPTO patents (1976-2016). The task is: Predict the product of the given reaction. (1) Given the reactants C(N(CC)CC)C.Cl.[NH2:9][CH:10]([C:21]1[C:25](=[O:26])[CH2:24][CH2:23][C:22]=1[NH:27][C:28]1[CH:33]=[CH:32][CH:31]=[C:30]([C:34]([F:37])([F:36])[F:35])[CH:29]=1)[C:11]1[CH:18]=[CH:17][C:14]([C:15]#[N:16])=[CH:13][C:12]=1[S:19][CH3:20].[C:38](N1C=CN=C1)(N1C=CN=C1)=[O:39], predict the reaction product. The product is: [O:39]=[C:38]1[NH:9][CH:10]([C:11]2[CH:18]=[CH:17][C:14]([C:15]#[N:16])=[CH:13][C:12]=2[S:19][CH3:20])[C:21]2[C:25](=[O:26])[CH2:24][CH2:23][C:22]=2[N:27]1[C:28]1[CH:33]=[CH:32][CH:31]=[C:30]([C:34]([F:37])([F:35])[F:36])[CH:29]=1. (2) Given the reactants [C:1]([O:5][C:6]([NH:8][CH2:9][C@H:10]1[CH2:15][CH2:14][C@H:13]([C:16]([NH:18][C@H:19]([C:37](=[O:50])[NH:38][C:39]2[CH:44]=[CH:43][C:42]([C:45]3[N:46]=[N:47][NH:48][N:49]=3)=[CH:41][CH:40]=2)[CH2:20][C:21]2[CH:26]=[CH:25][C:24]([C:27]3[CH:32]=[CH:31][C:30]([F:33])=[C:29]([C:34](O)=[O:35])[CH:28]=3)=[CH:23][CH:22]=2)=[O:17])[CH2:12][CH2:11]1)=[O:7])([CH3:4])([CH3:3])[CH3:2].[NH2:51][CH:52]1[CH2:57][CH2:56][N:55]([C:58]([O:60][C:61]([CH3:64])([CH3:63])[CH3:62])=[O:59])[CH2:54][CH2:53]1.C(N(CC)C(C)C)(C)C.F[P-](F)(F)(F)(F)F.CN(C(N(C)C)=[N+]1C2C(=NC=CC=2)[N+]([O-])=N1)C, predict the reaction product. The product is: [C:1]([O:5][C:6]([NH:8][CH2:9][C@H:10]1[CH2:15][CH2:14][C@H:13]([C:16]([NH:18][C@H:19]([C:37](=[O:50])[NH:38][C:39]2[CH:44]=[CH:43][C:42]([C:45]3[N:46]=[N:47][NH:48][N:49]=3)=[CH:41][CH:40]=2)[CH2:20][C:21]2[CH:26]=[CH:25][C:24]([C:27]3[CH:32]=[CH:31][C:30]([F:33])=[C:29]([C:34]([NH:51][CH:52]4[CH2:53][CH2:54][N:55]([C:58]([O:60][C:61]([CH3:64])([CH3:63])[CH3:62])=[O:59])[CH2:56][CH2:57]4)=[O:35])[CH:28]=3)=[CH:23][CH:22]=2)=[O:17])[CH2:12][CH2:11]1)=[O:7])([CH3:4])([CH3:2])[CH3:3].